Dataset: Reaction yield outcomes from USPTO patents with 853,638 reactions. Task: Predict the reaction yield, written as a fraction of the theoretical maximum amount of product (1.0 means a 100% yield; for example, 0.34 means a 34% yield). (1) The yield is 0.0660. No catalyst specified. The reactants are Br[C:2]1[CH:3]=[CH:4][C:5]2[O:11][CH2:10][CH2:9][N:8]3[C:12]([C:18]4[NH:22][N:21]=[C:20]([CH:23]5[CH2:25][CH2:24]5)[N:19]=4)=[C:13]([C:15]([NH2:17])=[O:16])[N:14]=[C:7]3[C:6]=2[CH:26]=1.[CH3:27][C:28]([OH:32])([CH3:31])[C:29]#[CH:30]. The product is [CH:23]1([C:20]2[N:19]=[C:18]([C:12]3[N:8]4[CH2:9][CH2:10][O:11][C:5]5[CH:4]=[CH:3][C:2]([C:30]#[C:29][C:28]([OH:32])([CH3:31])[CH3:27])=[CH:26][C:6]=5[C:7]4=[N:14][C:13]=3[C:15]([NH2:17])=[O:16])[NH:22][N:21]=2)[CH2:25][CH2:24]1. (2) The reactants are [CH:1]([N:4]1[CH:8]=[N:7][N:6]=[C:5]1[C:9]1[S:10][C:11]2[CH2:12][CH2:13][O:14][C:15]3[CH:22]=[C:21]([CH:23]=O)[CH:20]=[CH:19][C:16]=3[C:17]=2[N:18]=1)([CH3:3])[CH3:2].[F:25][C:26]([F:30])([F:29])[CH2:27][NH2:28].C(O[BH-](OC(=O)C)OC(=O)C)(=O)C.[Na+]. The catalyst is ClCCCl.C(=O)(O)[O-].[Na+].C(Cl)Cl. The product is [CH:1]([N:4]1[CH:8]=[N:7][N:6]=[C:5]1[C:9]1[S:10][C:11]2[CH2:12][CH2:13][O:14][C:15]3[CH:22]=[C:21]([CH2:23][NH:28][CH2:27][C:26]([F:30])([F:29])[F:25])[CH:20]=[CH:19][C:16]=3[C:17]=2[N:18]=1)([CH3:3])[CH3:2]. The yield is 0.610. (3) The reactants are [CH:1]1([CH:7]([NH:19][C:20]2[CH:25]=[CH:24][C:23]([C:26]([NH:28][CH2:29][CH2:30][C:31]([O:33][CH2:34][CH3:35])=[O:32])=[O:27])=[CH:22][CH:21]=2)[C:8]2[O:9][C:10]3[CH:17]=[CH:16][C:15]([OH:18])=[CH:14][C:11]=3[C:12]=2[CH3:13])[CH2:6][CH2:5][CH2:4][CH2:3][CH2:2]1.[Cl:36][C:37]1[N:42]=[CH:41][C:40]([CH2:43]O)=[CH:39][CH:38]=1.C(P(CCCC)CCCC)CCC.N(C(N1CCCCC1)=O)=NC(N1CCCCC1)=O. The catalyst is O1CCCC1. The product is [Cl:36][C:37]1[N:42]=[CH:41][C:40]([CH2:43][O:18][C:15]2[CH:16]=[CH:17][C:10]3[O:9][C:8]([CH:7]([NH:19][C:20]4[CH:21]=[CH:22][C:23]([C:26]([NH:28][CH2:29][CH2:30][C:31]([O:33][CH2:34][CH3:35])=[O:32])=[O:27])=[CH:24][CH:25]=4)[CH:1]4[CH2:6][CH2:5][CH2:4][CH2:3][CH2:2]4)=[C:12]([CH3:13])[C:11]=3[CH:14]=2)=[CH:39][CH:38]=1. The yield is 0.650. (4) The reactants are C[N:2]1[C:6]([C:7]([F:10])([F:9])[F:8])=[CH:5][C:4]([NH:11][C:12](=[O:20])OC2C=CC=CC=2)=[N:3]1.[CH3:21][O:22][C:23]1[CH:24]=[C:25]2[C:30](=[CH:31][C:32]=1[O:33][CH2:34][CH2:35][O:36][CH3:37])[N:29]=[CH:28][N:27]=[C:26]2[S:38][C:39]1[CH:40]=[C:41]([CH:43]=[CH:44][CH:45]=1)[NH2:42].[CH:46](N(CC)C(C)C)(C)C. The catalyst is C1COCC1. The product is [CH3:21][O:22][C:23]1[CH:24]=[C:25]2[C:30](=[CH:31][C:32]=1[O:33][CH2:34][CH2:35][O:36][CH3:37])[N:29]=[CH:28][N:27]=[C:26]2[S:38][C:39]1[CH:40]=[C:41]([NH:42][C:12]([NH:11][C:4]2[N:3]([CH3:46])[N:2]=[C:6]([C:7]([F:8])([F:9])[F:10])[CH:5]=2)=[O:20])[CH:43]=[CH:44][CH:45]=1. The yield is 0.0700. (5) The reactants are Br[C:2]1[S:3][C:4]2[CH:10]=[CH:9][C:8]([Cl:11])=[CH:7][C:5]=2[CH:6]=1.[Cl:12][C:13]1[CH:18]=[CH:17][CH:16]=[CH:15][C:14]=1B(O)O.C(=O)([O-])[O-].[Na+].[Na+].O. The catalyst is COCCOC.C1C=CC([P]([Pd]([P](C2C=CC=CC=2)(C2C=CC=CC=2)C2C=CC=CC=2)([P](C2C=CC=CC=2)(C2C=CC=CC=2)C2C=CC=CC=2)[P](C2C=CC=CC=2)(C2C=CC=CC=2)C2C=CC=CC=2)(C2C=CC=CC=2)C2C=CC=CC=2)=CC=1.C(OCC)(=O)C. The product is [Cl:11][C:8]1[CH:9]=[CH:10][C:4]2[S:3][C:2]([C:14]3[CH:15]=[CH:16][CH:17]=[CH:18][C:13]=3[Cl:12])=[CH:6][C:5]=2[CH:7]=1. The yield is 0.950. (6) The reactants are [F:1][C:2]1[CH:24]=[C:23]([F:25])[CH:22]=[CH:21][C:3]=1[O:4][C:5]1[CH:6]=[C:7]2[C:11](=[CH:12][C:13]=1[C:14](O)=[O:15])[N:10]([CH2:17][CH:18]([CH3:20])[CH3:19])[N:9]=[CH:8]2.Cl.Cl.[CH3:28][O:29][C:30](=[O:41])[C@@H:31]([NH2:40])[CH2:32][CH2:33][N:34]([CH2:36][CH2:37][O:38][CH3:39])[CH3:35].CCN=C=NCCCN(C)C.C1C=CC2N(O)N=NC=2C=1.C(N(CC)CC)C. The catalyst is ClC(Cl)C. The product is [CH3:28][O:29][C:30](=[O:41])[C@@H:31]([NH:40][C:14]([C:13]1[CH:12]=[C:11]2[C:7]([CH:8]=[N:9][N:10]2[CH2:17][CH:18]([CH3:20])[CH3:19])=[CH:6][C:5]=1[O:4][C:3]1[CH:21]=[CH:22][C:23]([F:25])=[CH:24][C:2]=1[F:1])=[O:15])[CH2:32][CH2:33][N:34]([CH2:36][CH2:37][O:38][CH3:39])[CH3:35]. The yield is 0.690.